This data is from Peptide-MHC class II binding affinity with 134,281 pairs from IEDB. The task is: Regression. Given a peptide amino acid sequence and an MHC pseudo amino acid sequence, predict their binding affinity value. This is MHC class II binding data. The peptide sequence is GELQIVVKIDAAFKI. The MHC is DRB3_0202 with pseudo-sequence DRB3_0202. The binding affinity (normalized) is 0.154.